Dataset: Reaction yield outcomes from USPTO patents with 853,638 reactions. Task: Predict the reaction yield, written as a fraction of the theoretical maximum amount of product (1.0 means a 100% yield; for example, 0.34 means a 34% yield). (1) The reactants are [N:1]1[CH:6]=[CH:5][CH:4]=[N:3][C:2]=1[C:7]1([C:17]([OH:19])=[O:18])[CH2:16][CH2:15][C:10]2([O:14][CH2:13][CH2:12][O:11]2)[CH2:9][CH2:8]1.[C:20]([O-])([O-])=O.[K+].[K+].CI. The catalyst is CN(C=O)C. The product is [CH3:20][O:18][C:17]([C:7]1([C:2]2[N:3]=[CH:4][CH:5]=[CH:6][N:1]=2)[CH2:8][CH2:9][C:10]2([O:14][CH2:13][CH2:12][O:11]2)[CH2:15][CH2:16]1)=[O:19]. The yield is 0.740. (2) The product is [Br:1][C:2]1[N:3]=[C:4]2[CH:9]=[CH:10][N:8]([S:23]([C:20]3[CH:21]=[CH:22][C:17]([CH3:27])=[CH:18][CH:19]=3)(=[O:25])=[O:24])[C:5]2=[N:6][CH:7]=1. The catalyst is CN(C=O)C. The reactants are [Br:1][C:2]1[N:3]=[C:4]([C:9]#[C:10][Si](C)(C)C)[C:5]([NH2:8])=[N:6][CH:7]=1.[H-].[Na+].[C:17]1([CH3:27])[CH:22]=[CH:21][C:20]([S:23](Cl)(=[O:25])=[O:24])=[CH:19][CH:18]=1. The yield is 0.520.